From a dataset of Full USPTO retrosynthesis dataset with 1.9M reactions from patents (1976-2016). Predict the reactants needed to synthesize the given product. (1) Given the product [C:43]([O:47][C:48]([N:50]1[CH2:55][CH2:54][CH:53]([CH2:56][O:1][C:2]2[CH:3]=[CH:4][C:5]3[C:17](=[O:18])[C:16]4[C:15]5[C:10](=[CH:11][C:12]([C:19]#[N:20])=[CH:13][CH:14]=5)[NH:9][C:8]=4[C:7]([CH3:21])([CH3:22])[C:6]=3[CH:23]=2)[CH2:52][CH2:51]1)=[O:49])([CH3:46])([CH3:44])[CH3:45], predict the reactants needed to synthesize it. The reactants are: [OH:1][C:2]1[CH:3]=[CH:4][C:5]2[C:17](=[O:18])[C:16]3[C:15]4[C:10](=[CH:11][C:12]([C:19]#[N:20])=[CH:13][CH:14]=4)[NH:9][C:8]=3[C:7]([CH3:22])([CH3:21])[C:6]=2[CH:23]=1.C1(P(C2C=CC=CC=2)C2C=CC=CC=2)C=CC=CC=1.[C:43]([O:47][C:48]([N:50]1[CH2:55][CH2:54][CH:53]([CH2:56]O)[CH2:52][CH2:51]1)=[O:49])([CH3:46])([CH3:45])[CH3:44].C(OC(N=NC(OCC)=O)=O)C. (2) Given the product [ClH:23].[Cl:47][C:38]1[C:39]([C:43]([F:46])([F:45])[F:44])=[CH:40][CH:41]=[CH:42][C:37]=1[C:35]([N:33]1[CH2:32][CH2:31][N:30]2[C:26]([CH3:2])=[CH:27][N:28]=[C:29]2[CH2:34]1)=[O:36], predict the reactants needed to synthesize it. The reactants are: Br[C:2]1N2CCN(C(C3C=CC=C(C(F)(F)F)C=3[Cl:23])=O)CC2=NC=1.Cl.Br[C:26]1[N:30]2[CH2:31][CH2:32][N:33]([C:35]([C:37]3[CH:42]=[CH:41][CH:40]=[C:39]([C:43]([F:46])([F:45])[F:44])[C:38]=3[Cl:47])=[O:36])[CH2:34][C:29]2=[N:28][CH:27]=1.CB1OB(C)OB(C)O1.C(=O)([O-])[O-].[K+].[K+].Cl. (3) Given the product [CH3:1][O:2][C:3]1[CH:11]=[CH:10][C:6]([C:7]2[N:22]([CH3:23])[N:21]=[C:20]([CH3:17])[C:24]=2[C:25]([OH:27])=[O:26])=[CH:5][CH:4]=1, predict the reactants needed to synthesize it. The reactants are: [CH3:1][O:2][C:3]1[CH:11]=[CH:10][C:6]([C:7](Cl)=O)=[CH:5][CH:4]=1.COC1C=C[C:17]([C:20]2[C:24]([C:25]([OH:27])=[O:26])=[C:23](C)[N:22](C)[N:21]=2)=CC=1. (4) Given the product [C:1]([O:4][CH2:5][CH2:6][NH:7][C:8](=[O:22])[C@@H:9]([NH:21][C:31](=[O:33])[C:30]1[CH:29]=[CH:28][C:27]([O:26][C:25]2[CH:36]=[CH:37][C:38]([C:17]([F:20])([F:19])[F:18])=[CH:39][CH:40]=2)=[CH:35][CH:34]=1)[CH2:10][C:11]1[CH:12]=[CH:13][C:14]([C:17]([F:19])([F:20])[F:18])=[CH:15][CH:16]=1)(=[O:3])[CH3:2], predict the reactants needed to synthesize it. The reactants are: [C:1]([O:4][CH2:5][CH2:6][NH:7][C:8](=[O:22])[C@@H:9]([NH2:21])[CH2:10][C:11]1[CH:16]=[CH:15][C:14]([C:17]([F:20])([F:19])[F:18])=[CH:13][CH:12]=1)(=[O:3])[CH3:2].FC(F)(F)[C:25]1([CH:40]=[CH:39][CH:38]=[CH:37][CH2:36]1)[O:26][C:27]1[CH:35]=[CH:34][C:30]([C:31]([OH:33])=O)=[CH:29][CH:28]=1. (5) The reactants are: [CH3:1][CH:2]1[CH2:7][CH2:6][C:5]([CH3:9])([CH3:8])[C:4](/[CH:10]=[CH:11]/[C:12]([OH:14])=O)=[CH:3]1.CN(C(ON1N=NC2C=CC=NC1=2)=[N+](C)C)C.F[P-](F)(F)(F)(F)F.[NH:39]1[CH2:44][CH2:43][O:42][CH2:41][CH2:40]1.C(N(C(C)C)CC)(C)C. Given the product [O:42]1[CH2:43][CH2:44][N:39]([C:12](=[O:14])/[CH:11]=[CH:10]/[C:4]2[C:5]([CH3:8])([CH3:9])[CH2:6][CH2:7][CH:2]([CH3:1])[CH:3]=2)[CH2:40][CH2:41]1, predict the reactants needed to synthesize it.